From a dataset of Forward reaction prediction with 1.9M reactions from USPTO patents (1976-2016). Predict the product of the given reaction. (1) Given the reactants COC1C=CC(CN(CC2C=CC(OC)=CC=2)C2N=CC(C3C4CCNC=4N=C(N4CCOCC4)N=3)=CN=2)=CC=1.C(Cl)(=O)C1C=CC=CC=1.COC1C=CC(C[N:57](CC2C=CC(OC)=CC=2)[C:58]2[N:63]=[CH:62][C:61]([C:64]3[C:65]4[CH2:78][CH2:77][N:76]([C:79]([C:81]5[CH:86]=[CH:85][CH:84]=[CH:83][CH:82]=5)=[O:80])[C:66]=4[N:67]=[C:68]([N:70]4[CH2:75][CH2:74][O:73][CH2:72][CH2:71]4)[N:69]=3)=[CH:60][N:59]=2)=CC=1, predict the reaction product. The product is: [NH2:57][C:58]1[N:63]=[CH:62][C:61]([C:64]2[C:65]3[CH2:78][CH2:77][N:76]([C:79]([C:81]4[CH:86]=[CH:85][CH:84]=[CH:83][CH:82]=4)=[O:80])[C:66]=3[N:67]=[C:68]([N:70]3[CH2:75][CH2:74][O:73][CH2:72][CH2:71]3)[N:69]=2)=[CH:60][N:59]=1. (2) Given the reactants [Br:1][C:2]1[CH:10]=[C:9]2[C:5]([CH2:6][O:7][CH:8]2[OH:11])=[CH:4][CH:3]=1.[CH2:12]([C:14]1[CH:19]=[CH:18][C:17]([Mg]Br)=[CH:16][CH:15]=1)[CH3:13], predict the reaction product. The product is: [Br:1][C:2]1[CH:3]=[CH:4][C:5]([CH2:6][OH:7])=[C:9]([CH:8]([C:17]2[CH:18]=[CH:19][C:14]([CH2:12][CH3:13])=[CH:15][CH:16]=2)[OH:11])[CH:10]=1.